The task is: Predict the product of the given reaction.. This data is from Forward reaction prediction with 1.9M reactions from USPTO patents (1976-2016). (1) Given the reactants [C:1]1([C:7]2[CH:12]=[CH:11][CH:10]=[CH:9][C:8]=2[C:13]2[CH:18]=[CH:17][C:16]([C:19]3(O)[C:32]4[CH:31]=[CH:30][CH:29]=[CH:28][C:27]=4[C:26]([C:34]4[CH:39]=[CH:38][C:37]([C:40]5[CH:45]=[CH:44][CH:43]=[CH:42][C:41]=5[C:46]5[CH:51]=[CH:50][CH:49]=[CH:48][CH:47]=5)=[CH:36][CH:35]=4)(O)[C:25]4[C:20]3=[CH:21][CH:22]=[CH:23][CH:24]=4)=[CH:15][CH:14]=2)[CH:6]=[CH:5][CH:4]=[CH:3][CH:2]=1.I.[PH2](O)=O, predict the reaction product. The product is: [C:46]1([C:41]2[CH:42]=[CH:43][CH:44]=[CH:45][C:40]=2[C:37]2[CH:36]=[CH:35][C:34]([C:26]3[C:25]4[C:20]([C:19]([C:16]5[CH:15]=[CH:14][C:13]([C:8]6[CH:9]=[CH:10][CH:11]=[CH:12][C:7]=6[C:1]6[CH:6]=[CH:5][CH:4]=[CH:3][CH:2]=6)=[CH:18][CH:17]=5)=[C:32]5[C:27]=3[CH:28]=[CH:29][CH:30]=[CH:31]5)=[CH:21][CH:22]=[CH:23][CH:24]=4)=[CH:39][CH:38]=2)[CH:47]=[CH:48][CH:49]=[CH:50][CH:51]=1. (2) Given the reactants Br[C:2]1[C:7]2[S:8][C:9]([C:11]([O:13][CH3:14])=[O:12])=[CH:10][C:6]=2[CH:5]=[CH:4][CH:3]=1.[C:15]1(B(O)O)[CH:20]=[CH:19][CH:18]=[CH:17][CH:16]=1.[Cl-].[Li+].C(=O)([O-])[O-].[Na+].[Na+], predict the reaction product. The product is: [C:15]1([C:2]2[C:7]3[S:8][C:9]([C:11]([O:13][CH3:14])=[O:12])=[CH:10][C:6]=3[CH:5]=[CH:4][CH:3]=2)[CH:20]=[CH:19][CH:18]=[CH:17][CH:16]=1. (3) Given the reactants [NH2:1][C:2]([N:4]1[CH2:9][CH2:8][CH:7]([NH:10]C(=O)OC(C)(C)C)[CH2:6][CH2:5]1)=[S:3].[Cl:18][CH:19]([C:25](=O)[CH2:26][O:27][CH3:28])[C:20]([O:22][CH2:23][CH3:24])=[O:21], predict the reaction product. The product is: [ClH:18].[NH2:10][CH:7]1[CH2:6][CH2:5][N:4]([C:2]2[S:3][C:19]([C:20]([O:22][CH2:23][CH3:24])=[O:21])=[C:25]([CH2:26][O:27][CH3:28])[N:1]=2)[CH2:9][CH2:8]1. (4) Given the reactants [NH2:1][C:2]1[C:7]([C:8]([C:10]2[CH:15]=[C:14]([O:16][CH3:17])[C:13]([CH3:18])=[CH:12][C:11]=2[F:19])=[O:9])=[CH:6][N:5]=[C:4](S(CC)=O)[N:3]=1.FC(F)(F)C(O)=O.[CH3:31][S:32]([N:35]1[CH2:40][CH2:39][CH:38]([NH2:41])[CH2:37][CH2:36]1)(=[O:34])=[O:33], predict the reaction product. The product is: [NH2:1][C:2]1[C:7]([C:8]([C:10]2[CH:15]=[C:14]([O:16][CH3:17])[C:13]([CH3:18])=[CH:12][C:11]=2[F:19])=[O:9])=[CH:6][N:5]=[C:4]([NH:41][CH:38]2[CH2:39][CH2:40][N:35]([S:32]([CH3:31])(=[O:34])=[O:33])[CH2:36][CH2:37]2)[N:3]=1. (5) Given the reactants [F:1][C:2]1[CH:7]=[CH:6][C:5]([C:8]2[O:9][C:10]3[CH:20]=[CH:19][C:18]([O:21]CC(C)=C)=[CH:17][C:11]=3[C:12]=2[C:13]([O:15][CH3:16])=[O:14])=[CH:4][CH:3]=1, predict the reaction product. The product is: [F:1][C:2]1[CH:7]=[CH:6][C:5]([C:8]2[O:9][C:10]3[CH:20]=[CH:19][C:18]([OH:21])=[C:17]([CH2:6][C:5]([CH3:8])=[CH2:4])[C:11]=3[C:12]=2[C:13]([O:15][CH3:16])=[O:14])=[CH:4][CH:3]=1.